The task is: Predict the product of the given reaction.. This data is from Forward reaction prediction with 1.9M reactions from USPTO patents (1976-2016). (1) Given the reactants Cl[C:2]1[CH:11]=[CH:10][C:9]2[C:4](=[CH:5][CH:6]=[N:7][C:8]=2[Cl:12])[N:3]=1.B(O)(O)[C:14]1[CH:19]=[CH:18][N:17]=[C:16]([CH3:20])[CH:15]=1.C([O-])([O-])=O.[Na+].[Na+].O1CCOCC1, predict the reaction product. The product is: [Cl:12][C:8]1[N:7]=[CH:6][CH:5]=[C:4]2[C:9]=1[CH:10]=[CH:11][C:2]([C:14]1[CH:19]=[CH:18][N:17]=[C:16]([CH3:20])[CH:15]=1)=[N:3]2. (2) The product is: [CH2:1]1[C:14]2[C:13]3[CH:12]=[CH:11][CH:10]=[CH:9][C:8]=3[N:7]([C:18]3[N:23]=[C:22]([N:24]4[CH:29]=[CH:28][CH:27]=[CH:26][C:25]4=[O:30])[CH:21]=[CH:20][CH:19]=3)[C:6]=2[CH:5]2[CH2:4][CH2:3][N:2]1[CH2:16][CH2:15]2. Given the reactants [CH2:1]1[C:14]2[C:13]3[CH:12]=[CH:11][CH:10]=[CH:9][C:8]=3[NH:7][C:6]=2[CH:5]2[CH2:15][CH2:16][N:2]1[CH2:3][CH2:4]2.Br[C:18]1[N:23]=[C:22]([N:24]2[CH:29]=[CH:28][CH:27]=[CH:26][C:25]2=[O:30])[CH:21]=[CH:20][CH:19]=1, predict the reaction product. (3) Given the reactants C(C1C=C2C(=CC=1)N(CCOS(C)(=O)=O)CCC2)#N.[I-].[K+].C(=O)([O-])[O-].[K+].[K+].[F:28][C:29]1[CH:30]=[CH:31][C:32]2[C:36]([N:37]3[CH2:42][CH2:41][N:40]([CH2:43][CH2:44][N:45]4[C:54]5[C:49](=[CH:50][C:51]([C:55]([NH2:57])=O)=[CH:52][CH:53]=5)[CH2:48][CH2:47][CH2:46]4)[C@H:39]([CH3:58])[CH2:38]3)=[CH:35][S:34][C:33]=2[CH:59]=1, predict the reaction product. The product is: [F:28][C:29]1[CH:30]=[CH:31][C:32]2[C:36]([N:37]3[CH2:42][CH2:41][N:40]([CH2:43][CH2:44][N:45]4[C:54]5[C:49](=[CH:50][C:51]([C:55]#[N:57])=[CH:52][CH:53]=5)[CH2:48][CH2:47][CH2:46]4)[C@H:39]([CH3:58])[CH2:38]3)=[CH:35][S:34][C:33]=2[CH:59]=1. (4) Given the reactants [NH2:1][C:2]1[CH:3]=[C:4]([CH2:12][CH2:13][N:14]2[C:22](=[O:23])[C:21]3[C:16](=[CH:17][CH:18]=[CH:19][CH:20]=3)[C:15]2=[O:24])[CH:5]=[C:6]([C:8]([F:11])([F:10])[F:9])[CH:7]=1.[C:25](O[C:25]([O:27][C:28]([CH3:31])([CH3:30])[CH3:29])=[O:26])([O:27][C:28]([CH3:31])([CH3:30])[CH3:29])=[O:26], predict the reaction product. The product is: [O:24]=[C:15]1[C:16]2[C:21](=[CH:20][CH:19]=[CH:18][CH:17]=2)[C:22](=[O:23])[N:14]1[CH2:13][CH2:12][C:4]1[CH:3]=[C:2]([NH:1][C:25](=[O:26])[O:27][C:28]([CH3:31])([CH3:30])[CH3:29])[CH:7]=[C:6]([C:8]([F:9])([F:10])[F:11])[CH:5]=1. (5) Given the reactants [O:1]=[C:2]1[C:11]([C:12]([O:14]CC)=[O:13])=[N:10][C:9]2[C:4](=[CH:5][CH:6]=[CH:7][CH:8]=2)[N:3]1[CH2:17][O:18][CH2:19][C:20]([F:23])([F:22])[F:21].O.[OH-].[Li+], predict the reaction product. The product is: [O:1]=[C:2]1[C:11]([C:12]([OH:14])=[O:13])=[N:10][C:9]2[C:4](=[CH:5][CH:6]=[CH:7][CH:8]=2)[N:3]1[CH2:17][O:18][CH2:19][C:20]([F:23])([F:21])[F:22].